This data is from Full USPTO retrosynthesis dataset with 1.9M reactions from patents (1976-2016). The task is: Predict the reactants needed to synthesize the given product. Given the product [CH3:6][C:7]1([C:9]2[CH:10]=[C:11]3[C:16](=[CH:17][CH:18]=2)[CH:15]=[C:14]([C:19]([O:21][CH3:22])=[O:20])[CH:13]=[CH:12]3)[CH2:1][CH2:8]1, predict the reactants needed to synthesize it. The reactants are: [CH2:1]([Zn]CC)C.[CH2:6]=[C:7]([C:9]1[CH:10]=[C:11]2[C:16](=[CH:17][CH:18]=1)[CH:15]=[C:14]([C:19]([O:21][CH3:22])=[O:20])[CH:13]=[CH:12]2)[CH3:8].ClC(Cl)C.ICI.